Dataset: Forward reaction prediction with 1.9M reactions from USPTO patents (1976-2016). Task: Predict the product of the given reaction. (1) Given the reactants [CH3:1][C@H:2]1[CH2:6][CH2:5][NH:4][C@@H:3]1[C:7]([OH:9])=[O:8].CC#N.O.[CH3:14][C:15]([O:18][C:19](O[C:19]([O:18][C:15]([CH3:17])([CH3:16])[CH3:14])=[O:20])=[O:20])([CH3:17])[CH3:16].[OH-].[Na+], predict the reaction product. The product is: [C:15]([O:18][C:19]([N:4]1[CH2:5][CH2:6][C@H:2]([CH3:1])[C@H:3]1[C:7]([OH:9])=[O:8])=[O:20])([CH3:17])([CH3:16])[CH3:14]. (2) Given the reactants N.[Na].C([N:10]1[CH:14]=[C:13]([CH2:15][N:16]2[CH2:20][CH:19]([C:21]3[CH:26]=[C:25](F)[CH:24]=[C:23](F)[C:22]=3F)[CH2:18][C:17]2=[O:30])[CH:12]=[N:11]1)C1C=CC=CC=1.[NH4+].[Cl-], predict the reaction product. The product is: [C:21]1([CH:19]2[CH2:20][N:16]([CH2:15][C:13]3[CH:12]=[N:11][NH:10][CH:14]=3)[C:17](=[O:30])[CH2:18]2)[CH:22]=[CH:23][CH:24]=[CH:25][CH:26]=1. (3) Given the reactants O.[C:2]1(C)C=CC(S(O)(=O)=O)=C[CH:3]=1.[Cl:13][C:14]1[N:22]=[CH:21][CH:20]=[CH:19][C:15]=1[C:16]([OH:18])=[O:17].CCOCC, predict the reaction product. The product is: [Cl:13][C:14]1[N:22]=[CH:21][CH:20]=[CH:19][C:15]=1[C:16]([O:18][CH2:2][CH3:3])=[O:17]. (4) Given the reactants Br[C:2]1[C:3]([O:10][CH3:11])=[C:4]([CH:7]=[CH:8][CH:9]=1)[CH:5]=[O:6].[C:12]([C:16]1[CH:21]=[CH:20][C:19](B(O)O)=[CH:18][CH:17]=1)([CH3:15])([CH3:14])[CH3:13], predict the reaction product. The product is: [C:12]([C:16]1[CH:21]=[CH:20][C:19]([C:2]2[CH:9]=[CH:8][CH:7]=[C:4]([CH:5]=[O:6])[C:3]=2[O:10][CH3:11])=[CH:18][CH:17]=1)([CH3:15])([CH3:14])[CH3:13]. (5) Given the reactants [CH3:1]/[CH:2]=[CH:3]/[C:4]([CH:6]1[C:11]([CH3:13])([CH3:12])[CH2:10][CH:9]=[CH:8][CH:7]1[CH3:14])=[O:5].[CH2:15]([SH:20])[CH2:16][CH2:17][CH2:18][CH3:19], predict the reaction product. The product is: [CH2:15]([S:20][CH:2]([CH3:1])[CH2:3][C:4]([C@@H:6]1[C:11]([CH3:12])([CH3:13])[CH2:10][CH:9]=[CH:8][C@H:7]1[CH3:14])=[O:5])[CH2:16][CH2:17][CH2:18][CH3:19]. (6) Given the reactants [CH2:1]([CH:5]1[CH2:10][CH:9]2[CH2:11][CH:6]1[CH:7]=[CH:8]2)[CH2:2][CH2:3][CH3:4].[CH2:12]([O:16][C:17]([CH:19]1[CH2:24][CH:23]2[CH2:25][CH:20]1[CH:21]=[CH:22]2)=[O:18])[CH2:13][CH2:14][CH3:15].FC1C([B-](C2C(F)=C(F)C(F)=C(F)C=2F)(C2C(F)=C(F)C(F)=C(F)C=2F)C2C(F)=C(F)C(F)=C(F)C=2F)=C(F)C(F)=C(F)C=1F.C[NH+](C)C1C=CC=CC=1.C1(P(C2CCCCC2)C2CCCCC2)CCCCC1, predict the reaction product. The product is: [CH2:1]([CH:5]1[CH2:10][CH:9]2[CH2:11][CH:6]1[CH:7]=[CH:8]2)[CH2:2][CH2:3][CH3:4].[CH2:12]([O:16][C:17]([CH:19]1[CH2:24][CH:23]2[CH2:25][CH:20]1[CH:21]=[CH:22]2)=[O:18])[CH2:13][CH2:14][CH3:15]. (7) Given the reactants P(Cl)(Cl)([Cl:3])=O.[CH3:6][C:7]1[NH:8][N:9]([C:13]2[CH:18]=[CH:17][CH:16]=[CH:15][CH:14]=2)[C:10](=O)[CH:11]=1.CN(C)[CH:21]=[O:22], predict the reaction product. The product is: [Cl:3][C:10]1[N:9]([C:13]2[CH:18]=[CH:17][CH:16]=[CH:15][CH:14]=2)[N:8]=[C:7]([CH3:6])[C:11]=1[CH:21]=[O:22]. (8) Given the reactants [C:1]12([CH2:11][O:12][C:13]3[C:25]([C:26]4([OH:30])[CH2:29][O:28][CH2:27]4)=[CH:24][C:16]([C:17]([O:19]C(C)(C)C)=[O:18])=[C:15]([F:31])[CH:14]=3)[CH2:10][CH:5]3[CH2:6][CH:7]([CH2:9][CH:3]([CH2:4]3)[CH2:2]1)[CH2:8]2.FC(F)(F)C(O)=O, predict the reaction product. The product is: [C:1]12([CH2:11][O:12][C:13]3[C:25]([C:26]4([OH:30])[CH2:27][O:28][CH2:29]4)=[CH:24][C:16]([C:17]([OH:19])=[O:18])=[C:15]([F:31])[CH:14]=3)[CH2:10][CH:5]3[CH2:4][CH:3]([CH2:9][CH:7]([CH2:6]3)[CH2:8]1)[CH2:2]2.